Dataset: Forward reaction prediction with 1.9M reactions from USPTO patents (1976-2016). Task: Predict the product of the given reaction. (1) The product is: [F:11][C:12]1[CH:17]=[CH:16][C:15]([C@:7]2([OH:8])[O:6][CH2:5][C:4]([CH3:10])([CH3:9])[NH:3][C@H:2]2[CH3:1])=[CH:14][CH:13]=1. Given the reactants [CH3:1][C@H:2]1[C:7](=[O:8])[O:6][CH2:5][C:4]([CH3:10])([CH3:9])[NH:3]1.[F:11][C:12]1[CH:17]=[CH:16][C:15]([Mg]Br)=[CH:14][CH:13]=1.[NH4+].[Cl-].CCOC(C)=O, predict the reaction product. (2) Given the reactants Cl.Cl.[OH:3][CH2:4][CH2:5][NH:6][C:7](=[O:21])[C:8]1[C:13]([O:14][CH2:15][C@H:16]2[CH2:20][CH2:19][CH2:18][NH:17]2)=[CH:12][CH:11]=[CH:10][N:9]=1.[F:22][C:23]([F:34])([F:33])[C@H:24]1[CH2:29][CH2:28][C@H:27]([C:30](O)=[O:31])[CH2:26][CH2:25]1.COC1C=C(OC[C@H]2CCCN2C([C@H]2CC[C@H](C(F)(F)F)CC2)=O)C(C(O)=O)=NC=1, predict the reaction product. The product is: [OH:3][CH2:4][CH2:5][NH:6][C:7](=[O:21])[C:8]1[C:13]([O:14][CH2:15][C@H:16]2[CH2:20][CH2:19][CH2:18][N:17]2[C:30]([C@H:27]2[CH2:26][CH2:25][C@H:24]([C:23]([F:22])([F:33])[F:34])[CH2:29][CH2:28]2)=[O:31])=[CH:12][CH:11]=[CH:10][N:9]=1. (3) Given the reactants CC([O-])(C)C.[K+].[CH2:7]([C:14]1[C:19](=[O:20])[C:18]([I:21])=[C:17]([CH3:22])[NH:16][C:15]=1[CH3:23])[CH2:8][CH2:9][CH2:10][CH2:11][CH2:12][CH3:13].[CH3:24][C:25]([O:28][C:29](O[C:29]([O:28][C:25]([CH3:27])([CH3:26])[CH3:24])=[O:30])=[O:30])([CH3:27])[CH3:26], predict the reaction product. The product is: [C:29](=[O:30])([O:28][C:25]([CH3:27])([CH3:26])[CH3:24])[O:20][C:19]1[C:14]([CH2:7][CH2:8][CH2:9][CH2:10][CH2:11][CH2:12][CH3:13])=[C:15]([CH3:23])[N:16]=[C:17]([CH3:22])[C:18]=1[I:21]. (4) Given the reactants [Br:1][C:2]1[CH:3]=[C:4]2[C:9](=[CH:10][CH:11]=1)[C:8](=[O:12])[N:7]([CH2:13][CH:14]1[CH2:16][CH2:15]1)[C:6]([C:17](O)=[O:18])=[C:5]2[O:20][CH2:21][CH2:22][CH2:23][CH3:24].C(Cl)(=O)C(Cl)=O.[BH4-].[Na+].Cl, predict the reaction product. The product is: [Br:1][C:2]1[CH:3]=[C:4]2[C:9](=[CH:10][CH:11]=1)[C:8](=[O:12])[N:7]([CH2:13][CH:14]1[CH2:15][CH2:16]1)[C:6]([CH2:17][OH:18])=[C:5]2[O:20][CH2:21][CH2:22][CH2:23][CH3:24]. (5) Given the reactants [F:1][C:2]1[C:11]2[C:6](=[CH:7][CH:8]=[CH:9][CH:10]=2)[C:5]([C:12]2[O:16][C:15](=O)[NH:14][C:13]=2[CH2:18][CH2:19][CH2:20][C:21]([O:23][CH2:24][CH3:25])=[O:22])=[CH:4][CH:3]=1.P(Cl)(Cl)([Cl:28])=O, predict the reaction product. The product is: [Cl:28][C:15]1[O:16][C:12]([C:5]2[C:6]3[C:11](=[CH:10][CH:9]=[CH:8][CH:7]=3)[C:2]([F:1])=[CH:3][CH:4]=2)=[C:13]([CH2:18][CH2:19][CH2:20][C:21]([O:23][CH2:24][CH3:25])=[O:22])[N:14]=1. (6) Given the reactants [N:1]1([C:6]2[N:11]=[CH:10][C:9]([CH2:12][C:13]([N:15]3[CH2:41][CH2:40][N:18]4[CH2:19][C@H:20]([C:30]5[CH:35]=[CH:34][C:33]([F:36])=[C:32]([C:37]#[N:38])[C:31]=5[CH3:39])[N:21](C(OC(C)(C)C)=O)[CH2:22][C@@H:17]4[CH2:16]3)=[O:14])=[CH:8][N:7]=2)[CH:5]=[N:4][N:3]=[N:2]1.C1(SC)C=CC=CC=1.FC(F)(F)C(O)=O, predict the reaction product. The product is: [N:1]1([C:6]2[N:11]=[CH:10][C:9]([CH2:12][C:13]([N:15]3[CH2:41][CH2:40][N:18]4[CH2:19][C@H:20]([C:30]5[C:31]([CH3:39])=[C:32]([C:33]([F:36])=[CH:34][CH:35]=5)[C:37]#[N:38])[NH:21][CH2:22][C@@H:17]4[CH2:16]3)=[O:14])=[CH:8][N:7]=2)[CH:5]=[N:4][N:3]=[N:2]1.